From a dataset of Reaction yield outcomes from USPTO patents with 853,638 reactions. Predict the reaction yield, written as a fraction of the theoretical maximum amount of product (1.0 means a 100% yield; for example, 0.34 means a 34% yield). (1) The reactants are [CH2:1]([O:3][C:4]1[C:13]([NH:14][C:15](=[O:23])OC2C=CC=CC=2)=[N:12][C:11]2[C:6](=[CH:7][CH:8]=[CH:9][CH:10]=2)[N:5]=1)[CH3:2].[CH3:24][C:25]1[C:30]([CH3:31])=[CH:29][CH:28]=[CH:27][C:26]=1[N:32]1[CH2:37][CH2:36][NH:35][CH2:34][CH2:33]1. No catalyst specified. The product is [CH2:1]([O:3][C:4]1[C:13]([NH:14][C:15]([N:35]2[CH2:36][CH2:37][N:32]([C:26]3[CH:27]=[CH:28][CH:29]=[C:30]([CH3:31])[C:25]=3[CH3:24])[CH2:33][CH2:34]2)=[O:23])=[N:12][C:11]2[C:6](=[CH:7][CH:8]=[CH:9][CH:10]=2)[N:5]=1)[CH3:2]. The yield is 0.787. (2) The reactants are [CH2:1]([O:8][C@@H:9]1[CH2:12][C@H:11]([N:13]2[C:17]3[CH:18]=[C:19]([F:22])[CH:20]=[CH:21][C:16]=3[N:15]=[C:14]2[C@@H:23]([NH2:25])[CH3:24])[CH2:10]1)[C:2]1[CH:7]=[CH:6][CH:5]=[CH:4][CH:3]=1.[NH2:26][C:27]1[C:32]([C:33]#[N:34])=[C:31](Cl)[N:30]=[CH:29][N:28]=1.CCN(C(C)C)C(C)C. The catalyst is CC(O)C. The product is [NH2:26][C:27]1[C:32]([C:33]#[N:34])=[C:31]([NH:25][C@H:23]([C:14]2[N:13]([C@H:11]3[CH2:12][C@@H:9]([O:8][CH2:1][C:2]4[CH:3]=[CH:4][CH:5]=[CH:6][CH:7]=4)[CH2:10]3)[C:17]3[CH:18]=[C:19]([F:22])[CH:20]=[CH:21][C:16]=3[N:15]=2)[CH3:24])[N:30]=[CH:29][N:28]=1. The yield is 0.750. (3) The yield is 0.200. The reactants are [NH:1]1[CH2:4][CH:3]([CH2:5][CH2:6][N:7]([S:31]([CH3:34])(=[O:33])=[O:32])[C:8]2[C:9]([CH:28]3[CH2:30][CH2:29]3)=[CH:10][C:11]3[C:15]([CH:16]=2)=[N:14][N:13]([C:17]2[CH:22]=[CH:21][C:20]([Cl:23])=[CH:19][CH:18]=2)[C:12]=3[C:24]([NH:26][CH3:27])=[O:25])[CH2:2]1.[C:35](OC(=O)C)(=[O:37])[CH3:36].N1C=CC=CC=1. The product is [C:35]([N:1]1[CH2:4][CH:3]([CH2:5][CH2:6][N:7]([S:31]([CH3:34])(=[O:33])=[O:32])[C:8]2[C:9]([CH:28]3[CH2:29][CH2:30]3)=[CH:10][C:11]3[C:15]([CH:16]=2)=[N:14][N:13]([C:17]2[CH:18]=[CH:19][C:20]([Cl:23])=[CH:21][CH:22]=2)[C:12]=3[C:24]([NH:26][CH3:27])=[O:25])[CH2:2]1)(=[O:37])[CH3:36]. The catalyst is C(Cl)Cl. (4) The reactants are [CH2:1](Br)[C:2]1[CH:7]=[CH:6][CH:5]=[CH:4][CH:3]=1.[Mg].[C:10]([C:18]1[CH:23]=[CH:22][CH:21]=[CH:20][CH:19]=1)(=[O:17])[C:11]1[CH:16]=[CH:15][CH:14]=[CH:13][CH:12]=1. The catalyst is CCOCC. The product is [C:11]1([C:10]([C:18]2[CH:23]=[CH:22][CH:21]=[CH:20][CH:19]=2)([OH:17])[CH2:1][C:2]2[CH:7]=[CH:6][CH:5]=[CH:4][CH:3]=2)[CH:16]=[CH:15][CH:14]=[CH:13][CH:12]=1. The yield is 0.650. (5) The reactants are [C:1]1([NH:7][C:8](=[O:24])[NH:9][C:10]2[CH:15]=[CH:14][C:13]([C:16]3[CH:20]=[C:19]([C:21](O)=[O:22])[O:18][N:17]=3)=[CH:12][CH:11]=2)[CH:6]=[CH:5][CH:4]=[CH:3][CH:2]=1.Cl.[CH3:26][O:27][C:28](=[O:34])[C@@H:29]([NH2:33])[CH:30]([CH3:32])[CH3:31].[K+].[Br-]. No catalyst specified. The product is [CH3:26][O:27][C:28](=[O:34])[C@@H:29]([NH:33][C:21]([C:19]1[O:18][N:17]=[C:16]([C:13]2[CH:12]=[CH:11][C:10]([NH:9][C:8]([NH:7][C:1]3[CH:6]=[CH:5][CH:4]=[CH:3][CH:2]=3)=[O:24])=[CH:15][CH:14]=2)[CH:20]=1)=[O:22])[CH:30]([CH3:32])[CH3:31]. The yield is 0.650. (6) The reactants are [Cl:1][C:2]1[C:3]([O:12][C:13]2[CH:18]=[C:17]([O:19][CH2:20][CH2:21][O:22][CH3:23])[CH:16]=[CH:15][C:14]=2/[CH:24]=[CH:25]/[C:26]([OH:28])=O)=[N:4][CH:5]=[C:6]([C:8]([F:11])([F:10])[F:9])[CH:7]=1.[CH2:29]([S:34]([NH2:37])(=[O:36])=[O:35])[CH2:30][CH2:31][CH2:32][CH3:33].N12CCCN=C1CCCCC2. The catalyst is O1CCCC1. The product is [Cl:1][C:2]1[C:3]([O:12][C:13]2[CH:18]=[C:17]([O:19][CH2:20][CH2:21][O:22][CH3:23])[CH:16]=[CH:15][C:14]=2/[CH:24]=[CH:25]/[C:26]([NH:37][S:34]([CH2:29][CH2:30][CH2:31][CH2:32][CH3:33])(=[O:36])=[O:35])=[O:28])=[N:4][CH:5]=[C:6]([C:8]([F:9])([F:10])[F:11])[CH:7]=1. The yield is 0.160.